The task is: Predict the product of the given reaction.. This data is from Forward reaction prediction with 1.9M reactions from USPTO patents (1976-2016). (1) Given the reactants [H-].[Na+].[C:3]([O:10][C:11]([CH3:14])([CH3:13])[CH3:12])(=[O:9])[CH2:4][C:5]([O:7][CH3:8])=[O:6].Cl[C:16]1[C:21]([C:22]#[N:23])=[CH:20][C:19]([C:24]([F:27])([F:26])[F:25])=[CH:18][N:17]=1, predict the reaction product. The product is: [C:22]([C:21]1[C:16]([CH:4]([C:5]([O:7][CH3:8])=[O:6])[C:3]([O:10][C:11]([CH3:14])([CH3:13])[CH3:12])=[O:9])=[N:17][CH:18]=[C:19]([C:24]([F:27])([F:25])[F:26])[CH:20]=1)#[N:23]. (2) Given the reactants [NH4+:1].[NH3:2].[C:3](=[O:5])=[O:4].[OH2:6], predict the reaction product. The product is: [C:3](=[O:6])([O-:5])[O-:4].[NH4+:1].[NH4+:1].[C:3](=[O:5])([O-:4])[NH2:1].[NH4+:1].[NH2:1][C:3]([NH2:2])=[O:5]. (3) Given the reactants [CH3:1][O:2][C:3]1[CH:8]=[CH:7][C:6]([C:9]([C:32]2[CH:37]=[CH:36][C:35]([O:38][CH3:39])=[CH:34][CH:33]=2)([C:26]2[CH:31]=[CH:30][CH:29]=[CH:28][CH:27]=2)[O:10][CH2:11][C@H:12]([CH2:16][N:17]2[CH:22]=[C:21]([CH3:23])[C:20](=[O:24])[NH:19][C:18]2=[O:25])[C@H:13]([OH:15])[CH3:14])=[CH:5][CH:4]=1.N1[C-]=NN=N1.C([NH2+]C(C)C)(C)C.[CH:52]([N:55]([CH:69]([CH3:71])[CH3:70])[P:56](N(C(C)C)C(C)C)[O:57][CH2:58][CH2:59][C:60]#[N:61])([CH3:54])[CH3:53], predict the reaction product. The product is: [CH:69]([N:55]([CH:52]([CH3:54])[CH3:53])[P:56]([O:57][CH2:58][CH2:59][C:60]#[N:61])[O:15][C@H:13]([CH3:14])[C@@H:12]([CH2:16][N:17]1[CH:22]=[C:21]([CH3:23])[C:20](=[O:24])[NH:19][C:18]1=[O:25])[CH2:11][O:10][C:9]([C:6]1[CH:5]=[CH:4][C:3]([O:2][CH3:1])=[CH:8][CH:7]=1)([C:32]1[CH:37]=[CH:36][C:35]([O:38][CH3:39])=[CH:34][CH:33]=1)[C:26]1[CH:27]=[CH:28][CH:29]=[CH:30][CH:31]=1)([CH3:71])[CH3:70]. (4) Given the reactants [F:1][C:2]1[CH:3]=[C:4]([CH:7]=[C:8]([F:11])[C:9]=1F)[CH:5]=[O:6].[Cl:12][C:13]1[CH:18]=[CH:17][C:16]([OH:19])=[CH:15][C:14]=1[F:20], predict the reaction product. The product is: [Cl:12][C:13]1[CH:18]=[CH:17][C:16]([O:19][C:9]2[C:8]([F:11])=[CH:7][C:4]([CH:5]=[O:6])=[CH:3][C:2]=2[F:1])=[CH:15][C:14]=1[F:20]. (5) Given the reactants [H-].[Na+].[NH:3]1[C:7]([CH2:8][CH2:9][CH2:10][CH2:11][C:12]2[CH:17]=[CH:16][C:15]([OH:18])=[CH:14][CH:13]=2)=[N:6][N:5]=[N:4]1.Cl[CH2:20][C:21]1[N:22]=[C:23]([CH:26]=[CH:27][C:28]2[CH:33]=[CH:32][C:31]([S:34]([F:39])([F:38])([F:37])([F:36])[F:35])=[CH:30][CH:29]=2)[O:24][CH:25]=1.Cl, predict the reaction product. The product is: [F:37][S:34]([F:35])([F:36])([F:38])([F:39])[C:31]1[CH:32]=[CH:33][C:28](/[CH:27]=[CH:26]/[C:23]2[O:24][CH:25]=[C:21]([CH2:20][O:18][C:15]3[CH:14]=[CH:13][C:12]([CH2:11][CH2:10][CH2:9][CH2:8][C:7]4[N:6]=[N:5][NH:4][N:3]=4)=[CH:17][CH:16]=3)[N:22]=2)=[CH:29][CH:30]=1. (6) Given the reactants C(=O)([O-])[O-].[Ca+2:5].[N+:6]([O-:9])([O-:8])=[O:7].[NH4+].[O-:11][P:12]([O-:15])([O-:14])=[O:13].[O-:11][P:12]([O-:15])([O-:14])=[O:13].[O-:11][P:12]([O-:15])([O-:14])=[O:13].[F-].[Ca+2].[Ca+2].[Ca+2].[Ca+2].[Ca+2].[N+:32]([O-:35])([OH:34])=[O:33], predict the reaction product. The product is: [N+:6]([O-:9])([O-:8])=[O:7].[Ca+2:5].[N+:32]([O-:35])([O-:34])=[O:33].[P:12](=[O:11])([OH:15])([OH:14])[OH:13].[N+:6]([O-:9])([OH:8])=[O:7]. (7) Given the reactants Br[C:2]1[CH:7]=[CH:6][C:5]([S:8]([N:11]2[CH2:26][CH2:25][C:14]3([O:19][CH2:18][C:17](=[O:20])[N:16]([C:21]4([CH3:24])[CH2:23][CH2:22]4)[CH2:15]3)[CH2:13][CH2:12]2)(=[O:10])=[O:9])=[CH:4][CH:3]=1.Br[C:28]1[CH:37]=[C:36]2[C:31]([CH:32]=[C:33]([O:38][CH3:39])[CH:34]=[N:35]2)=[CH:30][CH:29]=1, predict the reaction product. The product is: [CH3:39][O:38][C:33]1[CH:34]=[N:35][C:36]2[C:31]([CH:32]=1)=[CH:30][CH:29]=[C:28]([C:2]1[CH:3]=[CH:4][C:5]([S:8]([N:11]3[CH2:26][CH2:25][C:14]4([O:19][CH2:18][C:17](=[O:20])[N:16]([C:21]5([CH3:24])[CH2:23][CH2:22]5)[CH2:15]4)[CH2:13][CH2:12]3)(=[O:10])=[O:9])=[CH:6][CH:7]=1)[CH:37]=2. (8) The product is: [C:12]([O:11][C:9]([N:21]1[CH2:20][CH2:19][NH:18][CH:17]([CH3:16])[CH2:22]1)=[O:10])([CH3:13])([CH3:14])[CH3:15]. Given the reactants [C:9](O[C:9]([O:11][C:12]([CH3:15])([CH3:14])[CH3:13])=[O:10])([O:11][C:12]([CH3:15])([CH3:14])[CH3:13])=[O:10].[CH3:16][CH:17]1[CH2:22][NH:21][CH2:20][CH2:19][NH:18]1, predict the reaction product. (9) Given the reactants Cl[C:2]1[N:11]=[C:10]([NH:12][CH2:13][CH:14]([C:21]2[CH:26]=[CH:25][CH:24]=[CH:23][CH:22]=2)[C:15]2[CH:20]=[CH:19][CH:18]=[CH:17][CH:16]=2)[C:9]2[C:4](=[CH:5][CH:6]=[CH:7][CH:8]=2)[N:3]=1.[CH3:27][N:28]1[CH:36]=[C:35]2[C:30]([CH:31]=[CH:32][CH:33]=[C:34]2B(O)O)=[N:29]1.C(NC1C2C(=CC=CC=2)N=C(C2SC3C=CC=CC=3C=2)N=1)(C1C=CC=CC=1)C1C=CC=CC=1, predict the reaction product. The product is: [C:15]1([CH:14]([C:21]2[CH:26]=[CH:25][CH:24]=[CH:23][CH:22]=2)[CH2:13][NH:12][C:10]2[C:9]3[C:4](=[CH:5][CH:6]=[CH:7][CH:8]=3)[N:3]=[C:2]([C:34]3[C:35]4[C:30]([CH:31]=[CH:32][CH:33]=3)=[N:29][N:28]([CH3:27])[CH:36]=4)[N:11]=2)[CH:20]=[CH:19][CH:18]=[CH:17][CH:16]=1.